From a dataset of Full USPTO retrosynthesis dataset with 1.9M reactions from patents (1976-2016). Predict the reactants needed to synthesize the given product. Given the product [C:1]1([CH:7]2[C:15]3[C:10](=[CH:11][CH:12]=[CH:13][CH:14]=3)[CH2:9][N:8]2[C:16]([O:18][CH:19]2[CH:24]3[CH2:25][CH2:26][N:21]([CH2:22][CH2:23]3)[CH2:20]2)=[O:17])[CH:6]=[CH:5][CH:4]=[CH:3][CH:2]=1.[C:1]1([CH:7]2[C:15]3[C:10](=[CH:11][CH:12]=[CH:13][CH:14]=3)[CH2:9][N:8]2[C:16]([O:18][C:19]2([CH3:29])[CH:24]3[CH2:25][CH2:26][N:21]([CH2:22][CH2:23]3)[CH2:20]2)=[O:17])[CH:6]=[CH:5][CH:4]=[CH:3][CH:2]=1, predict the reactants needed to synthesize it. The reactants are: [C:1]1([CH:7]2[C:15]3[C:10](=[CH:11][CH:12]=[CH:13][CH:14]=3)[CH2:9][N:8]2[C:16]([O:18][CH:19]2[CH:24]3[CH2:25][CH2:26][N:21]([CH2:22][CH2:23]3)[CH2:20]2)=[O:17])[CH:6]=[CH:5][CH:4]=[CH:3][CH:2]=1.CI.[C:29](#N)C.